The task is: Predict the reactants needed to synthesize the given product.. This data is from Full USPTO retrosynthesis dataset with 1.9M reactions from patents (1976-2016). (1) Given the product [F:3][C:4]1[CH:9]=[CH:8][C:7]([F:10])=[CH:6][C:5]=1[C@H:11]1[S:16][CH2:15][CH:14]([OH:17])[CH2:13][C@@H:12]1[N+:18]([O-:20])=[O:19], predict the reactants needed to synthesize it. The reactants are: [BH4-].[Na+].[F:3][C:4]1[CH:9]=[CH:8][C:7]([F:10])=[CH:6][C:5]=1[CH:11]1[S:16][CH2:15][CH:14]([OH:17])[CH:13]=[C:12]1[N+:18]([O-:20])=[O:19].Cl.C([O-])(O)=O.[Na+]. (2) Given the product [C:50]([OH:56])([C:52]([F:55])([F:54])[F:53])=[O:51].[CH3:1][O:5][C:6]([N:8]1[CH2:9][CH:10]([C:12]2[CH:13]=[CH:14][C:15]([CH2:16][O:17][C:18]3[C:23]([C:24]([F:25])([F:26])[F:27])=[CH:22][CH:21]=[CH:20][C:19]=3[C:28]3[N:33]=[C:32]([N:34]4[C:38]([C:39]([F:41])([F:42])[F:40])=[C:37]([C:43]([OH:45])=[O:44])[CH:36]=[N:35]4)[CH:31]=[CH:30][CH:29]=3)=[CH:48][CH:49]=2)[CH2:11]1)=[O:7], predict the reactants needed to synthesize it. The reactants are: [C:1]([O:5][C:6]([N:8]1[CH2:11][CH:10]([C:12]2[CH:49]=[CH:48][C:15]([CH2:16][O:17][C:18]3[C:23]([C:24]([F:27])([F:26])[F:25])=[CH:22][CH:21]=[CH:20][C:19]=3[C:28]3[N:33]=[C:32]([N:34]4[C:38]([C:39]([F:42])([F:41])[F:40])=[C:37]([C:43]([O:45]CC)=[O:44])[CH:36]=[N:35]4)[CH:31]=[CH:30][CH:29]=3)=[CH:14][CH:13]=2)[CH2:9]1)=[O:7])(C)(C)C.[C:50]([OH:56])([C:52]([F:55])([F:54])[F:53])=[O:51].CCN(C(C)C)C(C)C.ClC(OC)=O.C(=O)([O-])N.[OH-].[Li+].Cl. (3) Given the product [Br:1][C:2]1[S:3][C:4]([C:11](=[O:21])[C:10]([OH:14])([CH3:9])[CH3:13])=[CH:5][CH:6]=1, predict the reactants needed to synthesize it. The reactants are: [Br:1][C:2]1[S:3][C:4](Br)=[CH:5][CH:6]=1.[Mg].[CH3:9][C:10]([O:14][Si](C)(C)C)([CH3:13])[C:11]#N.Cl.C(=O)(O)[O-:21].[Na+]. (4) The reactants are: Br[C:2]1[CH:7]=[CH:6][CH:5]=[CH:4][C:3]=1[C:8]([CH:10]1[CH2:15][CH2:14][O:13][CH2:12][CH2:11]1)=[O:9].[O:16]1[CH2:21][CH2:20][N:19]([C:22]2[C:23]([NH2:41])=[N:24][C:25]3[C:30]([CH:31]=2)=[CH:29][C:28](B2OC(C)(C)C(C)(C)O2)=[CH:27][CH:26]=3)[CH2:18][CH2:17]1.[O-]P([O-])([O-])=O.[K+].[K+].[K+].C(C1C=CC(C2C=CC=CC=2)=C(C(C)C)C=1C(C)C)(C)C. Given the product [NH2:41][C:23]1[C:22]([N:19]2[CH2:20][CH2:21][O:16][CH2:17][CH2:18]2)=[CH:31][C:30]2[C:25](=[CH:26][CH:27]=[C:28]([C:2]3[CH:7]=[CH:6][CH:5]=[CH:4][C:3]=3[C:8]([CH:10]3[CH2:15][CH2:14][O:13][CH2:12][CH2:11]3)=[O:9])[CH:29]=2)[N:24]=1, predict the reactants needed to synthesize it.